Dataset: Reaction yield outcomes from USPTO patents with 853,638 reactions. Task: Predict the reaction yield, written as a fraction of the theoretical maximum amount of product (1.0 means a 100% yield; for example, 0.34 means a 34% yield). (1) The reactants are [CH2:1]([SH:4])[CH2:2][CH3:3].[CH:5]12[CH2:14][CH:9]3[CH2:10][CH:11]([CH2:13][CH:7]([CH2:8]3)[CH:6]1[NH:15][C:16]([C:18]1[C:19](Cl)=[N:20][C:21]([Cl:24])=[CH:22][CH:23]=1)=[O:17])[CH2:12]2.C(=O)([O-])[O-].[Na+].[Na+]. The catalyst is CN(C=O)C.CCOC(C)=O. The product is [CH:5]12[CH2:12][CH:11]3[CH2:10][CH:9]([CH2:8][CH:7]([CH2:13]3)[CH:6]1[NH:15][C:16]([C:18]1[C:19]([S:4][CH2:1][CH2:2][CH3:3])=[N:20][C:21]([Cl:24])=[CH:22][CH:23]=1)=[O:17])[CH2:14]2. The yield is 0.840. (2) The reactants are [OH:1][C:2]1[CH:3]=[C:4]([CH2:9][C@H:10]([NH:27]C(OC(C)(C)C)=O)[C:11]([O:13][CH2:14][CH:15]([OH:26])[CH2:16][O:17][C:18]([C:20]2[CH:25]=[CH:24][CH:23]=[CH:22][CH:21]=2)=[O:19])=[O:12])[CH:5]=[CH:6][C:7]=1[OH:8].[ClH:35]. The catalyst is O1CCOCC1. The product is [ClH:35].[NH2:27][C@@H:10]([CH2:9][C:4]1[CH:5]=[CH:6][C:7]([OH:8])=[C:2]([OH:1])[CH:3]=1)[C:11]([O:13][CH2:14][CH:15]([OH:26])[CH2:16][O:17][C:18]([C:20]1[CH:25]=[CH:24][CH:23]=[CH:22][CH:21]=1)=[O:19])=[O:12]. The yield is 0.480. (3) The reactants are [O:1]=[C:2]1[C:10](=O)[C:9]2[C:4](=[CH:5][CH:6]=[CH:7][CH:8]=2)[N:3]1[CH2:12][C:13]([NH2:15])=[O:14].O.Cl. The catalyst is CS(C)=O.CCOC(C)=O. The product is [O:1]=[C:2]1[CH2:10][C:9]2[C:4](=[CH:5][CH:6]=[CH:7][CH:8]=2)[N:3]1[CH2:12][C:13]([NH2:15])=[O:14]. The yield is 0.270. (4) The reactants are C([O:4][C@H:5]1[C@@H:10]([O:11]C(=O)C)[C@H:9]([O:15]C(=O)C)[C@@H:8]([CH2:19][O:20]C(=O)C)[O:7][C@@H:6]1[O:24][C:25]1[CH:30]=[CH:29][C:28]([C:31]2[CH:36]=[CH:35][C:34]([C:37]([O:39]C)=[O:38])=[CH:33][CH:32]=2)=[CH:27][CH:26]=1)(=O)C.C[O-].[Na+].O.[Li+].[OH-]. The catalyst is CO. The product is [C@H:6]1([O:24][C:25]2[CH:26]=[CH:27][C:28]([C:31]3[CH:36]=[CH:35][C:34]([C:37]([OH:39])=[O:38])=[CH:33][CH:32]=3)=[CH:29][CH:30]=2)[O:7][C@H:8]([CH2:19][OH:20])[C@@H:9]([OH:15])[C@H:10]([OH:11])[C@@H:5]1[OH:4]. The yield is 0.370. (5) The reactants are C(N(CC)CC)C.N1(O)C2C=CC=CC=2N=N1.[Br:18][C:19]1[CH:24]=[CH:23][C:22]([CH2:25][CH2:26][C:27]([CH3:35])([S:31]([CH3:34])(=[O:33])=[O:32])[C:28]([OH:30])=O)=[CH:21][CH:20]=1.[O:36]1[CH2:41][CH2:40][CH2:39][CH2:38][CH:37]1[O:42][NH2:43].Cl.C(N=C=NCCCN(C)C)C. The catalyst is ClCCl. The product is [Br:18][C:19]1[CH:20]=[CH:21][C:22]([CH2:25][CH2:26][C:27]([CH3:35])([S:31]([CH3:34])(=[O:33])=[O:32])[C:28]([NH:43][O:42][CH:37]2[CH2:38][CH2:39][CH2:40][CH2:41][O:36]2)=[O:30])=[CH:23][CH:24]=1. The yield is 0.760.